Dataset: Drug-target binding data from BindingDB using IC50 measurements. Task: Regression. Given a target protein amino acid sequence and a drug SMILES string, predict the binding affinity score between them. We predict pIC50 (pIC50 = -log10(IC50 in M); higher means more potent). Dataset: bindingdb_ic50. (1) The compound is CC1(C)CC(=O)C(C(c2ccc(/C=C/c3ccccc3)cc2)C2C(=O)CC(C)(C)CC2=O)C(=O)C1. The target protein (O75342) has sequence MATYKVRVATGTDLLSGTRDSISLTIVGTQGESHKQLLNHFGRDFATGAVGQYTVQCPQDLGELIIIRLHKERYAFFPKDPWYCNYVQICAPNGRIYHFPAYQWMDGYETLALREATGKTTADDSLPVLLEHRKEEIRAKQDFYHWRVFLPGLPSYVHIPSYRPPVRRHRNPNRPEWNGYIPGFPILINFKATKFLNLNLRYSFLKTASFFVRLGPMALAFKVRGLLDCKHSWKRLKDIRKIFPGKKSVVSEYVAEHWAEDTFFGYQYLNGVNPGLIRRCTRIPDKFPVTDDMVAPFLGEGTCLQAELEKGNIYLADYRIMEGIPTVELSGRKQHHCAPLCLLHFGPEGKMMPIAIQLSQTPGPDCPIFLPSDSEWDWLLAKTWVRYAEFYSHEAIAHLLETHLIAEAFCLALLRNLPMCHPLYKLLIPHTRYTVQINSIGRAVLLNEGGLSAKGMSLGVEGFAGVMVRALSELTYDSLYLPNDFVERGVQDLPGYYYRD.... The pIC50 is 5.1. (2) The compound is CC(=O)N1CCC(NS(=O)(=O)c2ccc(OCc3cc(C)nc4ccccc34)cc2)C(C(=O)NO)C1. The target protein (Q9Z0F8) has sequence MRRRLLILTTLVPFVLAPRPPEEAGSGSHPRLEKLDSLLSDYDILSLANIQQHSIRKRDLQSATHLETLLTFSALKRHFKLYLTSSTERFSQNLRVVVVDGKEESEYSVKWQNFFSGHVVGEPDSRVLAHIGDDDVTVRINTDGAEYNVEPLWRFVNDTKDKRMLVYKSEDIKDFSRLQSPKVCGYLNADSEELLPKGLIDREPSEEFVRRVKRRAEPNPLKNTCKLLVVADHRFYKYMGRGEESTTTNYLIELIDRVDDIYRNTSWDNAGFKGYGVQIEQIRILKSPQEVKPGERHFNMAKSFPNEEKDAWDVKMLLEQFSFDIAEEASKVCLAHLFTYQDFDMGTLGLAYVGSPRANSHGGVCPKAYYNPTVKKNIYLNSGLTSTKNYGKTILTKEADLVTTHELGHNFGAEHDPDGLAECAPNEDQGGKYVMYPIAVSGDHENNKMFSNCSKQSIYKTIESKAQECFQERSNKVCGNSRVDEGEECDPGIMYLNNDT.... The pIC50 is 7.7. (3) The compound is O=C(Nc1nc2ccccc2[nH]1)c1cccc(Cl)c1. The target protein (Q9JKB1) has sequence MEGQRWLPLEANPEVTNQFLKQLGLHPNWQFVDVYGMEPELLSMVPRPVCAVLLLFPITEKYEVFRTEEEEKIKSQGQDVTSSVYFMKQTISNACGTIGLIHAIANNKDKMHFESGSTLKKFLEESVSMSPEERAKFLENYDAIRVTHETSAHEGQTEAPSIDEKVDLHFIALVHVDGHLYELDGRKPFPINHGKTSDETLLEDAIEVCKKFMERDPDELRFNAIALSAA. The pIC50 is 4.6. (4) The drug is N[C@@H](Cc1ccc(O)cc1)C(=O)N[C@H](C(=O)O)[C@H]1[C@H](O)[C@]2(O)CO[C@@H]([C@@H]2O)N1O. The target protein (P54577) has sequence MGDAPSPEEKLHLITRNLQEVLGEEKLKEILKERELKIYWGTATTGKPHVAYFVPMSKIADFLKAGCEVTILFADLHAYLDNMKAPWELLELRVSYYENVIKAMLESIGVPLEKLKFIKGTDYQLSKEYTLDVYRLSSVVTQHDSKKAGAEVVKQVEHPLLSGLLYPGLQALDEEYLKVDAQFGGIDQRKIFTFAEKYLPALGYSKRVHLMNPMVPGLTGSKMSSSEEESKIDLLDRKEDVKKKLKKAFCEPGNVENNGVLSFIKHVLFPLKSEFVILRDEKWGGNKTYTAYVDLEKDFAAEVVHPGDLKNSVEVALNKLLDPIREKFNTPALKKLASAAYPDPSKQKPMAKGPAKNSEPEEVIPSRLDIRVGKIITVEKHPDADSLYVEKIDVGEAEPRTVVSGLVQFVPKEELQDRLVVVLCNLKPQKMRGVESQGMLLCASIEGINRQVEPLDPPAGSAPGEHVFVKGYEKGQPDEELKPKKKVFEKLQADFKISEE.... The pIC50 is 9.2.